From a dataset of CYP2D6 inhibition data for predicting drug metabolism from PubChem BioAssay. Regression/Classification. Given a drug SMILES string, predict its absorption, distribution, metabolism, or excretion properties. Task type varies by dataset: regression for continuous measurements (e.g., permeability, clearance, half-life) or binary classification for categorical outcomes (e.g., BBB penetration, CYP inhibition). Dataset: cyp2d6_veith. (1) The compound is C=CCn1c(O)c(C(C)=NCCCN2CCOCC2)c(=O)[nH]c1=O. The result is 0 (non-inhibitor). (2) The result is 0 (non-inhibitor). The compound is O=C(N/N=C/c1ccccn1)c1ccc(Br)o1. (3) The compound is O=C(c1ccc(-c2nnc(Nc3ccccc3)c3ccccc23)cc1)N1C[C@H]2C[C@H](C1)c1cccc(=O)n1C2. The result is 0 (non-inhibitor). (4) The molecule is Cc1cc(NC(=O)CCCC(=O)OCC(F)(F)C(F)F)cc(C)c1C(=O)O. The result is 0 (non-inhibitor). (5) The compound is Nc1nc(Cl)nc2c1ncn2[C@@H]1O[C@@H](COP(=O)([O-])OP(=O)([O-])OP(=O)([O-])[O-])[C@@H](O)[C@H]1O.[Na+].[Na+].[Na+].[Na+]. The result is 0 (non-inhibitor). (6) The molecule is CC(=O)Nc1nnc(SCc2ccc(F)cc2)s1. The result is 0 (non-inhibitor).